From a dataset of Catalyst prediction with 721,799 reactions and 888 catalyst types from USPTO. Predict which catalyst facilitates the given reaction. (1) Reactant: [ClH:1].[CH3:2][N:3]([CH3:20])[CH2:4][CH2:5][C:6]1[C:14]2[C:9](=[CH:10][CH:11]=[C:12]([CH2:15][NH:16][NH:17][CH:18]=[O:19])[CH:13]=2)[NH:8][CH:7]=1. Product: [ClH:1].[ClH:1].[CH3:20][N:3]([CH3:2])[CH2:4][CH2:5][C:6]1[C:14]2[C:9](=[CH:10][CH:11]=[C:12]([CH2:15][NH:16][NH:17][CH:18]=[O:19])[CH:13]=2)[NH:8][CH:7]=1. The catalyst class is: 332. (2) Reactant: [C:1]1([CH3:23])[CH:6]=[CH:5][C:4]([S:7]([CH2:10][CH2:11][O:12][C:13](=[O:22])[CH2:14][O:15][C:16]2[CH:21]=[CH:20][CH:19]=[CH:18][CH:17]=2)(=[O:9])=[O:8])=[CH:3][CH:2]=1.[Cl:24][S:25](O)(=[O:27])=[O:26]. Product: [C:1]1([CH3:23])[CH:2]=[CH:3][C:4]([S:7]([CH2:10][CH2:11][O:12][C:13](=[O:22])[CH2:14][O:15][C:16]2[CH:17]=[CH:18][C:19]([S:25]([Cl:24])(=[O:27])=[O:26])=[CH:20][CH:21]=2)(=[O:9])=[O:8])=[CH:5][CH:6]=1. The catalyst class is: 2. (3) Reactant: [CH2:1]([C:5]1[CH:6]=[C:7]2[N:12]([CH:13]=1)[CH:11]=[CH:10][CH:9]=[CH:8]2)[CH2:2][CH2:3][CH3:4].[Cl:14][CH2:15][CH2:16][CH2:17][C:18]1[CH:26]=[CH:25][C:21]([C:22](Cl)=[O:23])=[CH:20][CH:19]=1. Product: [ClH:14].[CH2:1]([C:5]1[CH:6]=[C:7]2[N:12]([C:13]=1[C:22]([C:21]1[CH:25]=[CH:26][C:18]([CH2:17][CH2:16][CH2:15][N:12]([CH2:7][CH2:6][CH3:5])[CH2:11][CH2:10][CH3:9])=[CH:19][CH:20]=1)=[O:23])[CH:11]=[CH:10][CH:9]=[CH:8]2)[CH2:2][CH2:3][CH3:4]. The catalyst class is: 6.